The task is: Predict which catalyst facilitates the given reaction.. This data is from Catalyst prediction with 721,799 reactions and 888 catalyst types from USPTO. (1) Reactant: [Br:1][C:2]1[CH:10]=[C:9]2[C:5]([C:6]([CH3:11])=[N:7][NH:8]2)=[CH:4][CH:3]=1.[H-].[Na+].Cl[C:15]1[CH:20]=[CH:19][N:18]=[C:17]([NH2:21])[N:16]=1. Product: [Br:1][C:2]1[CH:10]=[C:9]2[C:5]([C:6]([CH3:11])=[N:7][N:8]2[C:15]2[CH:20]=[CH:19][N:18]=[C:17]([NH2:21])[N:16]=2)=[CH:4][CH:3]=1. The catalyst class is: 3. (2) Reactant: [Cl:1][C:2]1[CH:3]=[C:4](/[CH:9]=[CH:10]/[C:11]([N:13]2[CH2:19][CH2:18][C:17](=[O:20])[N:16]([CH2:21][CH2:22][CH2:23][N:24]3[CH2:29][CH2:28][CH2:27][CH2:26][CH2:25]3)[CH2:15][CH2:14]2)=[O:12])[CH:5]=[CH:6][C:7]=1[Cl:8].[I:30][CH3:31]. Product: [I-:30].[Cl:1][C:2]1[CH:3]=[C:4]([CH:9]=[CH:10][C:11]([N:13]2[CH2:19][CH2:18][C:17](=[O:20])[N:16]([CH2:21][CH2:22][CH2:23][N+:24]3([CH3:31])[CH2:29][CH2:28][CH2:27][CH2:26][CH2:25]3)[CH2:15][CH2:14]2)=[O:12])[CH:5]=[CH:6][C:7]=1[Cl:8]. The catalyst class is: 5. (3) Reactant: [C:9](O[C:9]([O:11][C:12]([CH3:15])([CH3:14])[CH3:13])=[O:10])([O:11][C:12]([CH3:15])([CH3:14])[CH3:13])=[O:10].[Cl:16][C:17]1[CH:18]=[N:19][N:20]([CH2:22][CH2:23][NH2:24])[CH:21]=1. The catalyst class is: 7. Product: [Cl:16][C:17]1[CH:18]=[N:19][N:20]([CH2:22][CH2:23][NH:24][C:9](=[O:10])[O:11][C:12]([CH3:13])([CH3:14])[CH3:15])[CH:21]=1.